This data is from Catalyst prediction with 721,799 reactions and 888 catalyst types from USPTO. The task is: Predict which catalyst facilitates the given reaction. (1) Reactant: [F:1][C:2]1[CH:7]=[CH:6][C:5]([CH2:8][CH2:9][CH2:10][CH2:11][CH:12]([OH:17])[C:13]([CH3:16])([CH3:15])[CH3:14])=[CH:4][CH:3]=1.C1C=CC(N=NC2C=CC(N)=NC=2N)=CC=1.Cl.[Cr](Cl)([O-])(=O)=O. Product: [F:1][C:2]1[CH:3]=[CH:4][C:5]([CH2:8][CH2:9][CH2:10][CH2:11][C:12](=[O:17])[C:13]([CH3:15])([CH3:14])[CH3:16])=[CH:6][CH:7]=1. The catalyst class is: 343. (2) Reactant: Cl.CN(C)CCCN=C=NCC.[F:13][C:14]1([F:23])[CH2:19][CH2:18][CH:17]([C:20]([OH:22])=O)[CH2:16][CH2:15]1.C(N(CC)CC)C.Cl.[Cl:32][CH2:33][C:34]1([C:38]([O:40][CH2:41][CH3:42])=[O:39])[CH2:37][NH:36][CH2:35]1. Product: [Cl:32][CH2:33][C:34]1([C:38]([O:40][CH2:41][CH3:42])=[O:39])[CH2:37][N:36]([C:20]([CH:17]2[CH2:16][CH2:15][C:14]([F:13])([F:23])[CH2:19][CH2:18]2)=[O:22])[CH2:35]1. The catalyst class is: 46. (3) The catalyst class is: 107. Product: [CH3:8][C:9]1[CH:16]=[CH:15][C:12]([CH2:13][N:5]2[CH2:6][CH2:7][CH:2]([OH:1])[CH2:3][CH2:4]2)=[CH:11][CH:10]=1. Reactant: [OH:1][CH:2]1[CH2:7][CH2:6][NH:5][CH2:4][CH2:3]1.[CH3:8][C:9]1[CH:16]=[CH:15][C:12]([CH2:13]Cl)=[CH:11][CH:10]=1.C(=O)([O-])[O-].[K+].[K+]. (4) The catalyst class is: 336. Reactant: [O:1]=[C:2]1[C:14]2[C:13]3[C:8](=[CH:9][CH:10]=[CH:11][CH:12]=3)[N:7]([C:15]3[CH:16]=[C:17]([CH:20]=[CH:21][C:22]=3[C:23]([F:26])([F:25])[F:24])[C:18]#[N:19])[C:6]=2[CH2:5][CH2:4][CH2:3]1.CS(C)=[O:29].[OH-].[K+].OO. Product: [O:1]=[C:2]1[C:14]2[C:13]3[C:8](=[CH:9][CH:10]=[CH:11][CH:12]=3)[N:7]([C:15]3[CH:16]=[C:17]([CH:20]=[CH:21][C:22]=3[C:23]([F:26])([F:24])[F:25])[C:18]([NH2:19])=[O:29])[C:6]=2[CH2:5][CH2:4][CH2:3]1. (5) Reactant: Br[C:2]1[CH:21]=[CH:20][C:19]([O:22][CH3:23])=[CH:18][C:3]=1[O:4][CH2:5][CH:6]1[CH:10]=[CH:9][CH2:8][N:7]1[C:11]([O:13][C:14]([CH3:17])([CH3:16])[CH3:15])=[O:12].C([SnH](CCCC)CCCC)CCC.C1CCN2C(=NCCC2)CC1. Product: [CH3:23][O:22][C:19]1[CH:20]=[CH:21][C:2]2[CH:10]3[CH:6]([N:7]([C:11]([O:13][C:14]([CH3:17])([CH3:16])[CH3:15])=[O:12])[CH2:8][CH2:9]3)[CH2:5][O:4][C:3]=2[CH:18]=1. The catalyst class is: 11. (6) Reactant: [CH2:1]([O:3][C:4]([N:6]1[CH2:11][CH2:10][N:9]([CH2:12][C:13]2[N:17]=[C:16]([C:18]3[CH:23]=[CH:22][CH:21]=[C:20](I)[CH:19]=3)[O:15][N:14]=2)[CH2:8][CH2:7]1)=[O:5])[CH3:2].[O:25]1[CH:29]=[CH:28][C:27](B(O)O)=[CH:26]1.COCCOC.C(=O)([O-])[O-].[Na+].[Na+]. Product: [CH2:1]([O:3][C:4]([N:6]1[CH2:11][CH2:10][N:9]([CH2:12][C:13]2[N:17]=[C:16]([C:18]3[CH:23]=[CH:22][CH:21]=[C:20]([C:27]4[CH:28]=[CH:29][O:25][CH:26]=4)[CH:19]=3)[O:15][N:14]=2)[CH2:8][CH2:7]1)=[O:5])[CH3:2]. The catalyst class is: 535.